From a dataset of Buchwald-Hartwig C-N cross coupling reaction yields with 55,370 reactions. Predict the reaction yield, written as a fraction of the theoretical maximum amount of product (1.0 means a 100% yield; for example, 0.34 means a 34% yield). (1) The reactants are FC(F)(F)c1ccc(Cl)cc1.Cc1ccc(N)cc1.O=S(=O)(O[Pd]1c2ccccc2-c2ccccc2N~1)C(F)(F)F.CC(C)c1cc(C(C)C)c(-c2ccccc2P(C(C)(C)C)C(C)(C)C)c(C(C)C)c1.CN(C)C(=NC(C)(C)C)N(C)C.CCOC(=O)c1cc(C)on1. No catalyst specified. The product is Cc1ccc(Nc2ccc(C(F)(F)F)cc2)cc1. The yield is 0.319. (2) The reactants are FC(F)(F)c1ccc(Br)cc1.Cc1ccc(N)cc1.O=S(=O)(O[Pd]1c2ccccc2-c2ccccc2N~1)C(F)(F)F.CC(C)c1cc(C(C)C)c(-c2ccccc2P(C2CCCCC2)C2CCCCC2)c(C(C)C)c1.CCN=P(N=P(N(C)C)(N(C)C)N(C)C)(N(C)C)N(C)C.Cc1cc(C)on1. The yield is 0.135. No catalyst specified. The product is Cc1ccc(Nc2ccc(C(F)(F)F)cc2)cc1. (3) The reactants are Ic1ccccn1.Cc1ccc(N)cc1.O=S(=O)(O[Pd]1c2ccccc2-c2ccccc2N~1)C(F)(F)F.COc1ccc(OC)c(P([C@]23C[C@H]4C[C@H](C[C@H](C4)C2)C3)[C@]23C[C@H]4C[C@H](C[C@H](C4)C2)C3)c1-c1c(C(C)C)cc(C(C)C)cc1C(C)C.CN(C)C(=NC(C)(C)C)N(C)C.c1ccc(-c2ccno2)cc1. No catalyst specified. The product is Cc1ccc(Nc2ccccn2)cc1. The yield is 0.654.